Dataset: Catalyst prediction with 721,799 reactions and 888 catalyst types from USPTO. Task: Predict which catalyst facilitates the given reaction. (1) Reactant: [F:1][C:2]1[CH:3]=[C:4]([CH:9]2[C:13]3[NH:14][C:15]([C:17]([O:19]CC)=[O:18])=[CH:16][C:12]=3[CH2:11][CH2:10]2)[CH:5]=[CH:6][C:7]=1[F:8].[OH-].[Li+]. Product: [F:1][C:2]1[CH:3]=[C:4]([CH:9]2[C:13]3[NH:14][C:15]([C:17]([OH:19])=[O:18])=[CH:16][C:12]=3[CH2:11][CH2:10]2)[CH:5]=[CH:6][C:7]=1[F:8]. The catalyst class is: 6. (2) Reactant: [NH2:1][C:2]1[CH:3]=[C:4](O)[CH:5]=[C:6]([O:8][CH3:9])[CH:7]=1.C1(P(C2C=CC=CC=2)C2C=CC=CC=2)C=CC=CC=1.[CH3:30][CH:31]([OH:33])[CH3:32]. Product: [CH:31]([O:33][C:4]1[CH:3]=[C:2]([CH:7]=[C:6]([O:8][CH3:9])[CH:5]=1)[NH2:1])([CH3:32])[CH3:30]. The catalyst class is: 56. (3) Reactant: CO[C:3]([NH:5][C:6]1[CH:15]=[CH:14][C:13]2[C:8](=[CH:9][CH:10]=[CH:11][CH:12]=2)[C:7]=1[C:16]1[C:25]2[C:20](=[CH:21][CH:22]=[CH:23][CH:24]=2)[CH:19]=[CH:18][C:17]=1[P:26]([C:34]1[CH:39]=[CH:38][CH:37]=[CH:36][CH:35]=1)([C:28]1[CH:33]=[CH:32][CH:31]=[CH:30][CH:29]=1)=O)=O. Product: [CH3:3][NH:5][C:6]1[CH:15]=[CH:14][C:13]2[C:8](=[CH:9][CH:10]=[CH:11][CH:12]=2)[C:7]=1[C:16]1[C:25]2[C:20](=[CH:21][CH:22]=[CH:23][CH:24]=2)[CH:19]=[CH:18][C:17]=1[P:26]([C:34]1[CH:39]=[CH:38][CH:37]=[CH:36][CH:35]=1)[C:28]1[CH:29]=[CH:30][CH:31]=[CH:32][CH:33]=1. The catalyst class is: 7. (4) Reactant: [C:1]([C:5]1[CH:9]=[C:8]([NH:10][C:11](=[O:36])[NH:12][C:13]2[C:22]3[C:17](=[CH:18][CH:19]=[CH:20][CH:21]=3)[C:16]([O:23][CH2:24][C:25]3[CH:30]=[CH:29][N:28]=[C:27]([NH:31][C:32](=[O:35])[CH2:33]Cl)[CH:26]=3)=[CH:15][CH:14]=2)[N:7]([C:37]2[CH:42]=[CH:41][C:40]([CH3:43])=[CH:39][CH:38]=2)[N:6]=1)([CH3:4])([CH3:3])[CH3:2].[CH3:44][S-:45].[Na+]. Product: [C:1]([C:5]1[CH:9]=[C:8]([NH:10][C:11](=[O:36])[NH:12][C:13]2[C:22]3[C:17](=[CH:18][CH:19]=[CH:20][CH:21]=3)[C:16]([O:23][CH2:24][C:25]3[CH:30]=[CH:29][N:28]=[C:27]([NH:31][C:32](=[O:35])[CH2:33][S:45][CH3:44])[CH:26]=3)=[CH:15][CH:14]=2)[N:7]([C:37]2[CH:42]=[CH:41][C:40]([CH3:43])=[CH:39][CH:38]=2)[N:6]=1)([CH3:4])([CH3:3])[CH3:2]. The catalyst class is: 5.